Dataset: Full USPTO retrosynthesis dataset with 1.9M reactions from patents (1976-2016). Task: Predict the reactants needed to synthesize the given product. (1) Given the product [Si:27]([O:26][C@H:25]1[C@@H:13]([Cl:14])[C@H:12]([N:15]2[CH:20]=[CH:19][C:18](=[O:21])[NH:17][C:16]2=[O:22])[O:11][C@@:10]1([CH2:9][O:8][Si:1]([C:4]([CH3:7])([CH3:6])[CH3:5])([CH3:2])[CH3:3])[C:23]#[N:35])([C:30]([CH3:31])([CH3:33])[CH3:32])([CH3:28])[CH3:29], predict the reactants needed to synthesize it. The reactants are: [Si:1]([O:8][C@H:9]1[C@@H:13]([Cl:14])[C@H:12]([N:15]2[CH:20]=[CH:19][C:18](=[O:21])[NH:17][C:16]2=[O:22])[O:11][C@@:10]1([CH2:25][O:26][Si:27]([C:30]([CH3:33])([CH3:32])[CH3:31])([CH3:29])[CH3:28])[CH:23]=O)([C:4]([CH3:7])([CH3:6])[CH3:5])([CH3:3])[CH3:2].O[NH2:35].Cl. (2) The reactants are: [S:1]1[CH:5]=[CH:4][CH:3]=[C:2]1B(O)O.Br[C:10]1[CH:15]=[CH:14][C:13]([C:16]([N:18]2[CH2:22][CH2:21][CH2:20][C@H:19]2[CH2:23][N:24]2[CH2:28][CH2:27][CH2:26][CH2:25]2)=[O:17])=[C:12]([F:29])[CH:11]=1. Given the product [F:29][C:12]1[CH:11]=[C:10]([C:2]2[S:1][CH:5]=[CH:4][CH:3]=2)[CH:15]=[CH:14][C:13]=1[C:16]([N:18]1[CH2:22][CH2:21][CH2:20][C@H:19]1[CH2:23][N:24]1[CH2:28][CH2:27][CH2:26][CH2:25]1)=[O:17], predict the reactants needed to synthesize it.